From a dataset of NCI-60 drug combinations with 297,098 pairs across 59 cell lines. Regression. Given two drug SMILES strings and cell line genomic features, predict the synergy score measuring deviation from expected non-interaction effect. Drug 1: CC1C(C(CC(O1)OC2CC(CC3=C2C(=C4C(=C3O)C(=O)C5=C(C4=O)C(=CC=C5)OC)O)(C(=O)C)O)N)O.Cl. Drug 2: CN(CCCl)CCCl.Cl. Cell line: OVCAR3. Synergy scores: CSS=13.6, Synergy_ZIP=-7.16, Synergy_Bliss=-3.57, Synergy_Loewe=-10.8, Synergy_HSA=-4.00.